Dataset: Forward reaction prediction with 1.9M reactions from USPTO patents (1976-2016). Task: Predict the product of the given reaction. (1) Given the reactants [CH3:1][C:2]([CH3:7])([CH3:6])[CH2:3][CH2:4][NH2:5].[Br:8][C:9]1[C:14]([C:15]2[C:26]([CH3:27])=[N:25][C:18]3[N:19]=[C:20]([S:23][CH3:24])[N:21]=[CH:22][C:17]=3[CH:16]=2)=[CH:13][C:12]([NH:28][C:29](=O)[O:30]C(C)=C)=[C:11]([F:35])[CH:10]=1.CN1CCCC1, predict the reaction product. The product is: [Br:8][C:9]1[C:14]([C:15]2[C:26]([CH3:27])=[N:25][C:18]3[N:19]=[C:20]([S:23][CH3:24])[N:21]=[CH:22][C:17]=3[CH:16]=2)=[CH:13][C:12]([NH:28][C:29]([NH:5][CH2:4][CH2:3][C:2]([CH3:7])([CH3:6])[CH3:1])=[O:30])=[C:11]([F:35])[CH:10]=1. (2) Given the reactants C([O:3][C:4](=O)[C:5]([F:17])([F:16])[C:6]1[CH:15]=[CH:14][C:13]2[C:8](=[CH:9][CH:10]=[CH:11][CH:12]=2)[N:7]=1)C.[BH4-].[Na+], predict the reaction product. The product is: [F:17][C:5]([F:16])([C:6]1[CH:15]=[CH:14][C:13]2[C:8](=[CH:9][CH:10]=[CH:11][CH:12]=2)[N:7]=1)[CH2:4][OH:3]. (3) Given the reactants [CH3:1][O:2][C:3](=[O:12])[CH2:4][N:5]1[CH:9]=[C:8]([CH2:10]O)[CH:7]=[N:6]1.[Cl:13]CCCl, predict the reaction product. The product is: [CH3:1][O:2][C:3](=[O:12])[CH2:4][N:5]1[CH:9]=[C:8]([CH2:10][Cl:13])[CH:7]=[N:6]1.